The task is: Predict the reaction yield, written as a fraction of the theoretical maximum amount of product (1.0 means a 100% yield; for example, 0.34 means a 34% yield).. This data is from Reaction yield outcomes from USPTO patents with 853,638 reactions. The reactants are [F:1][C:2]1[C:7]([C:8]2[N:12](S(C3C=CC=CC=3)(=O)=O)[CH:11]=[C:10]([CH:22]=[O:23])[CH:9]=2)=[CH:6][CH:5]=[CH:4][N:3]=1.[OH-].[Na+]. The catalyst is CO.O1CCCC1.[Cl-].[Na+].O. The product is [F:1][C:2]1[C:7]([C:8]2[NH:12][CH:11]=[C:10]([CH:22]=[O:23])[CH:9]=2)=[CH:6][CH:5]=[CH:4][N:3]=1. The yield is 0.790.